From a dataset of Full USPTO retrosynthesis dataset with 1.9M reactions from patents (1976-2016). Predict the reactants needed to synthesize the given product. Given the product [CH2:11]([N:6]1[CH:7]=[CH:8][C:4]([N+:1]([O-:3])=[O:2])=[N:5]1)[C:12]1[CH:17]=[CH:16][CH:15]=[CH:14][CH:13]=1, predict the reactants needed to synthesize it. The reactants are: [N+:1]([C:4]1[CH:8]=[CH:7][NH:6][N:5]=1)([O-:3])=[O:2].[H-].[Na+].[CH2:11](Br)[C:12]1[CH:17]=[CH:16][CH:15]=[CH:14][CH:13]=1.